Predict the reaction yield, written as a fraction of the theoretical maximum amount of product (1.0 means a 100% yield; for example, 0.34 means a 34% yield). From a dataset of Reaction yield outcomes from USPTO patents with 853,638 reactions. (1) The reactants are [Cl:1][C:2]1[CH:7]=[CH:6][C:5]([S:8](Cl)(=[O:10])=[O:9])=[CH:4][C:3]=1[N+:12]([O-:14])=[O:13].Cl.[Cl:16][C:17]1[C:21]([CH2:22][NH:23][CH3:24])=[CH:20][S:19][C:18]=1[C:25]([N:27]1[C:32]2[CH:33]=[CH:34][CH:35]=[CH:36][C:31]=2[O:30][CH2:29][CH2:28]1)=[O:26].C(N(CC)CC)C. The catalyst is ClCCl. The product is [Cl:16][C:17]1[C:21]([CH2:22][N:23]([S:8]([C:5]2[CH:6]=[CH:7][C:2]([Cl:1])=[C:3]([N+:12]([O-:14])=[O:13])[CH:4]=2)(=[O:10])=[O:9])[CH3:24])=[CH:20][S:19][C:18]=1[C:25]([N:27]1[C:32]2[CH:33]=[CH:34][CH:35]=[CH:36][C:31]=2[O:30][CH2:29][CH2:28]1)=[O:26]. The yield is 0.760. (2) The reactants are Br[C:2]1[CH:3]=[C:4]2[NH:10][N:9]=[N:8][C:5]2=[N:6][CH:7]=1.[N:11]1[CH:16]=[CH:15][C:14]([C:17]2[C:26]3[C:21](=[CH:22][CH:23]=[C:24]([Sn](C)(C)C)[CH:25]=3)[N:20]=[CH:19][CH:18]=2)=[CH:13][CH:12]=1. The catalyst is O1CCOCC1. The product is [N:11]1[CH:16]=[CH:15][C:14]([C:17]2[C:26]3[C:21](=[CH:22][CH:23]=[C:24]([C:2]4[CH:3]=[C:4]5[NH:10][N:9]=[N:8][C:5]5=[N:6][CH:7]=4)[CH:25]=3)[N:20]=[CH:19][CH:18]=2)=[CH:13][CH:12]=1. The yield is 0.140. (3) The reactants are [Cl:1][C:2]1[CH:7]=[CH:6][CH:5]=[CH:4][C:3]=1[N:8]1[C:17](=[O:18])[C:16]2[C:11](=[CH:12][CH:13]=[CH:14][CH:15]=2)[N:10]=[C:9]1[CH3:19].CO[CH:22](OC)[N:23]([CH3:25])[CH3:24]. The catalyst is CN(C)C=O. The product is [Cl:1][C:2]1[CH:7]=[CH:6][CH:5]=[CH:4][C:3]=1[N:8]1[C:17](=[O:18])[C:16]2[C:11](=[CH:12][CH:13]=[CH:14][CH:15]=2)[N:10]=[C:9]1[CH:19]=[CH:22][N:23]([CH3:25])[CH3:24]. The yield is 0.620. (4) The reactants are [C:1]([Cl:6])(=O)[C:2](Cl)=[O:3].[OH:7][C:8]1[C:9]([CH3:43])=[C:10]([CH:36]=[CH:37][C:38]=1[C:39](=[O:42])[CH2:40][CH3:41])[O:11][CH2:12][C:13]1[CH:18]=[CH:17][C:16]([CH:19]([O:29][CH:30]2[CH2:35][CH2:34][CH2:33][CH2:32][O:31]2)[C:20]2[CH:21]=[C:22]([CH:26]=[CH:27][CH:28]=2)C(O)=O)=[CH:15][CH:14]=1.[N+](=C)=[N-]. The catalyst is O1CCCC1.CN(C)C=O. The product is [Cl:6][CH2:1][C:2]([C:22]1[CH:21]=[C:20]([CH:19]([O:29][CH:30]2[CH2:35][CH2:34][CH2:33][CH2:32][O:31]2)[C:16]2[CH:15]=[CH:14][C:13]([CH2:12][O:11][C:10]3[CH:36]=[CH:37][C:38]([C:39](=[O:42])[CH2:40][CH3:41])=[C:8]([OH:7])[C:9]=3[CH3:43])=[CH:18][CH:17]=2)[CH:28]=[CH:27][CH:26]=1)=[O:3]. The yield is 0.850.